Dataset: Catalyst prediction with 721,799 reactions and 888 catalyst types from USPTO. Task: Predict which catalyst facilitates the given reaction. (1) Reactant: ClC(Cl)(Cl)CO[C:5](=[O:17])[NH:6][C:7]1[N:8]([CH3:16])[N:9]=[C:10]([C:12]([CH3:15])([CH3:14])[CH3:13])[CH:11]=1.[C:20]([O:24][C:25]([N:27]1[CH2:32][CH2:31][CH:30]([O:33][C:34]2[CH:39]=[CH:38][C:37]([NH2:40])=[CH:36][CH:35]=2)[CH2:29][CH2:28]1)=[O:26])([CH3:23])([CH3:22])[CH3:21].C(N(CC)C(C)C)(C)C.O. Product: [C:12]([C:10]1[CH:11]=[C:7]([NH:6][C:5]([NH:40][C:37]2[CH:38]=[CH:39][C:34]([O:33][CH:30]3[CH2:29][CH2:28][N:27]([C:25]([O:24][C:20]([CH3:23])([CH3:22])[CH3:21])=[O:26])[CH2:32][CH2:31]3)=[CH:35][CH:36]=2)=[O:17])[N:8]([CH3:16])[N:9]=1)([CH3:13])([CH3:14])[CH3:15]. The catalyst class is: 633. (2) Reactant: [C:1]([O:5][C:6]([N:8]1[CH2:13][CH2:12][CH:11]([O:14][C:15]2[CH:24]=[C:23]([N:25]3[CH2:29][CH2:28][CH2:27][CH2:26]3)[CH:22]=[CH:21][C:16]=2[C:17]([O:19]C)=[O:18])[CH2:10][CH2:9]1)=[O:7])([CH3:4])([CH3:3])[CH3:2].[Li+].[OH-].CO. Product: [C:1]([O:5][C:6]([N:8]1[CH2:13][CH2:12][CH:11]([O:14][C:15]2[CH:24]=[C:23]([N:25]3[CH2:26][CH2:27][CH2:28][CH2:29]3)[CH:22]=[CH:21][C:16]=2[C:17]([OH:19])=[O:18])[CH2:10][CH2:9]1)=[O:7])([CH3:4])([CH3:2])[CH3:3]. The catalyst class is: 1. (3) Reactant: [Cl:1][C:2]1[CH:7]=[C:6]([I:8])[CH:5]=[C:4]([Cl:9])[CH:3]=1.[Li+].CC([N-]C(C)C)C.CN([CH:21]=[O:22])C. Product: [Cl:1][C:2]1[CH:7]=[C:6]([I:8])[CH:5]=[C:4]([Cl:9])[C:3]=1[CH:21]=[O:22]. The catalyst class is: 1. (4) Reactant: Br[CH2:2][C:3]1[CH:8]=[CH:7][C:6]([CH2:9][C:10]([O:12][CH3:13])=[O:11])=[CH:5][CH:4]=1.[CH3:14][C:15]1([CH3:31])[C:19]([CH3:21])([CH3:20])[O:18][B:17]([B:17]2[O:18][C:19]([CH3:21])([CH3:20])[C:15]([CH3:31])([CH3:14])[O:16]2)[O:16]1.C([O-])([O-])=O.[K+].[K+].O1CCOCC1. Product: [CH3:14][C:15]1([CH3:31])[C:19]([CH3:21])([CH3:20])[O:18][B:17]([CH2:2][C:3]2[CH:8]=[CH:7][C:6]([CH2:9][C:10]([O:12][CH3:13])=[O:11])=[CH:5][CH:4]=2)[O:16]1. The catalyst class is: 518. (5) Reactant: [OH:1][C:2]1[C:7]2[C@@:8]3([OH:45])[C@@:21]([O:25][CH3:26])([C@H:22]([OH:24])[CH2:23][C:6]=2[CH:5]=[C:4]([CH3:46])[C:3]=1[C:47](O)=[O:48])[C:20](=[O:27])[C:19]1[C:10](=[CH:11][C:12]2[C:13](=[O:43])[C:14]([NH:30][CH:31]4[C@H:36]([O:37][CH3:38])[C@H:35]([OH:39])[C@@H:34]([O:40][CH3:41])[C@H:33]([CH3:42])[O:32]4)=[CH:15][C:16](=[O:29])[C:17]=2[C:18]=1[OH:28])[C:9]3=[O:44].O.O[N:52]1[C:56]2[CH:57]=[CH:58][CH:59]=[CH:60][C:55]=2N=N1.NC1C=CC=CC=1. Product: [OH:1][C:2]1[C:7]2[C@@:8]3([OH:45])[C@@:21]([O:25][CH3:26])([C@H:22]([OH:24])[CH2:23][C:6]=2[CH:5]=[C:4]([CH3:46])[C:3]=1[C:47]([NH:52][C:56]1[CH:55]=[CH:60][CH:59]=[CH:58][CH:57]=1)=[O:48])[C:20](=[O:27])[C:19]1[C:10](=[CH:11][C:12]2[C:13](=[O:43])[C:14]([NH:30][CH:31]4[C@H:36]([O:37][CH3:38])[C@H:35]([OH:39])[C@@H:34]([O:40][CH3:41])[C@H:33]([CH3:42])[O:32]4)=[CH:15][C:16](=[O:29])[C:17]=2[C:18]=1[OH:28])[C:9]3=[O:44]. The catalyst class is: 1. (6) Reactant: [N:1]1[N:2]=[CH:3][N:4]2[CH2:9][CH2:8][N:7]([CH2:10][C:11]3[CH:16]=[CH:15][C:14]([C@@H:17]([NH:19]C(=O)OC(C)(C)C)[CH3:18])=[CH:13][CH:12]=3)[CH2:6][C:5]=12.C(O)(C(F)(F)F)=O.CC[NH+](CC)CC.CC[NH+](CC)CC.C([O-])([O-])=O. Product: [N:1]1[N:2]=[CH:3][N:4]2[CH2:9][CH2:8][N:7]([CH2:10][C:11]3[CH:16]=[CH:15][C:14]([C@@H:17]([NH2:19])[CH3:18])=[CH:13][CH:12]=3)[CH2:6][C:5]=12. The catalyst class is: 2. (7) Reactant: [CH2:1]([O:5][CH2:6][CH2:7][O:8][C:9]1[CH:14]=[CH:13][C:12]([C:15]2[CH:16]=[CH:17][C:18]3[NH:24][CH2:23][CH2:22][C:21]([C:25]([NH:27][C:28]4[CH:33]=[CH:32][C:31]([CH:34]([OH:42])[C:35]5[CH:40]=[CH:39][CH:38]=[CH:37][N+:36]=5[O-:41])=[C:30]([Cl:43])[CH:29]=4)=[O:26])=[CH:20][C:19]=3[CH:44]=2)=[CH:11][CH:10]=1)[CH2:2][CH2:3][CH3:4].C(=O)(O)[O-].[Na+]. Product: [CH2:1]([O:5][CH2:6][CH2:7][O:8][C:9]1[CH:10]=[CH:11][C:12]([C:15]2[CH:16]=[CH:17][C:18]3[N:24]([CH2:11][CH:12]([CH3:15])[CH3:13])[CH2:23][CH2:22][C:21]([C:25]([NH:27][C:28]4[CH:33]=[CH:32][C:31]([CH:34]([OH:42])[C:35]5[CH:40]=[CH:39][CH:38]=[CH:37][N+:36]=5[O-:41])=[C:30]([Cl:43])[CH:29]=4)=[O:26])=[CH:20][C:19]=3[CH:44]=2)=[CH:13][CH:14]=1)[CH2:2][CH2:3][CH3:4]. The catalyst class is: 26. (8) Reactant: [Cl:1][C:2]1[CH:7]=[CH:6][C:5]([C:8]2OC(=O)[S:10][N:9]=2)=[C:4]([O:14][CH3:15])[CH:3]=1.[C:16]([C:18]([O:20][CH2:21][CH3:22])=[O:19])#[N:17]. Product: [Cl:1][C:2]1[CH:7]=[CH:6][C:5]([C:8]2[N:17]=[C:16]([C:18]([O:20][CH2:21][CH3:22])=[O:19])[S:10][N:9]=2)=[C:4]([O:14][CH3:15])[CH:3]=1. The catalyst class is: 262. (9) Reactant: [CH2:1]([O:8][C:9]1[C:10]([C:26]([O:28][CH3:29])=[O:27])=[N:11][N:12]2[CH:17]([CH2:18]OS(C)(=O)=O)[CH2:16][N:15]([CH3:24])[C:14](=[O:25])[C:13]=12)[C:2]1[CH:7]=[CH:6][CH:5]=[CH:4][CH:3]=1.N1CCCCC1. Product: [CH2:1]([O:8][C:9]1[C:10]([C:26]([O:28][CH3:29])=[O:27])=[N:11][N:12]2[C:17]([CH3:18])=[CH:16][N:15]([CH3:24])[C:14](=[O:25])[C:13]=12)[C:2]1[CH:7]=[CH:6][CH:5]=[CH:4][CH:3]=1. The catalyst class is: 3.